This data is from Reaction yield outcomes from USPTO patents with 853,638 reactions. The task is: Predict the reaction yield, written as a fraction of the theoretical maximum amount of product (1.0 means a 100% yield; for example, 0.34 means a 34% yield). The reactants are [O:1]=[C:2]1[NH:7][C:6]2[CH:8]=[C:9]([CH2:12][N:13]3[CH2:18][CH2:17][N:16]([C:19]4[CH:27]=[CH:26][C:22]([C:23](O)=[O:24])=[CH:21][CH:20]=4)[CH2:15][CH2:14]3)[CH:10]=[N:11][C:5]=2[N:4]2[CH2:28][CH2:29][CH2:30][C@@H:3]12.[CH3:31][CH2:32][N:33](C(C)C)C(C)C.C(N)C.CN(C(ON1N=NC2C=CC=NC1=2)=[N+](C)C)C.F[P-](F)(F)(F)(F)F. The catalyst is CN(C=O)C. The product is [CH2:32]([NH:33][C:23](=[O:24])[C:22]1[CH:26]=[CH:27][C:19]([N:16]2[CH2:15][CH2:14][N:13]([CH2:12][C:9]3[CH:10]=[N:11][C:5]4[N:4]5[CH2:28][CH2:29][CH2:30][C@H:3]5[C:2](=[O:1])[NH:7][C:6]=4[CH:8]=3)[CH2:18][CH2:17]2)=[CH:20][CH:21]=1)[CH3:31]. The yield is 0.300.